Task: Predict the product of the given reaction.. Dataset: Forward reaction prediction with 1.9M reactions from USPTO patents (1976-2016) Given the reactants Br[C:2]1[C:3]([N:18]2[CH:22]=[CH:21][C:20]([C:23]([F:26])([F:25])[F:24])=[N:19]2)=[N:4][C:5]([NH:8][C:9]2[CH:14]=[C:13]([CH3:15])[CH:12]=[C:11]([O:16][CH3:17])[CH:10]=2)=[N:6][CH:7]=1.[CH2:27]([N:29]1[CH:34]=[C:33](B2OC(C)(C)C(C)(C)O2)[CH:32]=[C:31]([C:44]([O:46][CH2:47][CH3:48])=[O:45])[C:30]1=[O:49])[CH3:28].C(OC(C1C(=O)N(CC)C=C(B(O)O)C=1)=O)C.C(Cl)Cl.C(=O)([O-])[O-].[Na+].[Na+], predict the reaction product. The product is: [CH2:27]([N:29]1[CH:34]=[C:33]([C:2]2[C:3]([N:18]3[CH:22]=[CH:21][C:20]([C:23]([F:26])([F:25])[F:24])=[N:19]3)=[N:4][C:5]([NH:8][C:9]3[CH:14]=[C:13]([CH3:15])[CH:12]=[C:11]([O:16][CH3:17])[CH:10]=3)=[N:6][CH:7]=2)[CH:32]=[C:31]([C:44]([O:46][CH2:47][CH3:48])=[O:45])[C:30]1=[O:49])[CH3:28].